From a dataset of NCI-60 drug combinations with 297,098 pairs across 59 cell lines. Regression. Given two drug SMILES strings and cell line genomic features, predict the synergy score measuring deviation from expected non-interaction effect. (1) Drug 1: CC(C)(C1=NC(=CC=C1)N2C3=NC(=NC=C3C(=O)N2CC=C)NC4=CC=C(C=C4)N5CCN(CC5)C)O. Drug 2: CC1CC(C(C(C=C(C(C(C=CC=C(C(=O)NC2=CC(=O)C(=C(C1)C2=O)OC)C)OC)OC(=O)N)C)C)O)OC. Synergy scores: CSS=54.5, Synergy_ZIP=0.165, Synergy_Bliss=-0.328, Synergy_Loewe=-3.97, Synergy_HSA=0.893. Cell line: NCI-H460. (2) Drug 1: COC1=NC(=NC2=C1N=CN2C3C(C(C(O3)CO)O)O)N. Drug 2: CS(=O)(=O)OCCCCOS(=O)(=O)C. Cell line: SK-MEL-28. Synergy scores: CSS=2.52, Synergy_ZIP=-2.05, Synergy_Bliss=-2.42, Synergy_Loewe=-3.04, Synergy_HSA=-2.72. (3) Drug 1: CC1=CC=C(C=C1)C2=CC(=NN2C3=CC=C(C=C3)S(=O)(=O)N)C(F)(F)F. Drug 2: CN1C(=O)N2C=NC(=C2N=N1)C(=O)N. Cell line: PC-3. Synergy scores: CSS=0.625, Synergy_ZIP=-0.227, Synergy_Bliss=-0.0859, Synergy_Loewe=-2.51, Synergy_HSA=-2.33. (4) Drug 1: CC1=CC2C(CCC3(C2CCC3(C(=O)C)OC(=O)C)C)C4(C1=CC(=O)CC4)C. Drug 2: CCN(CC)CCCC(C)NC1=C2C=C(C=CC2=NC3=C1C=CC(=C3)Cl)OC. Cell line: NCI-H226. Synergy scores: CSS=14.6, Synergy_ZIP=2.59, Synergy_Bliss=7.45, Synergy_Loewe=-10.1, Synergy_HSA=2.12.